From a dataset of Forward reaction prediction with 1.9M reactions from USPTO patents (1976-2016). Predict the product of the given reaction. (1) The product is: [C:51]1([S:48]([CH2:47][C:44]2[C:39]([C:40]([O:42][CH3:43])=[O:41])=[C:38]([OH:57])[C:37]([C:36]3[CH:35]=[CH:34][O:33][C:32]=3[CH:29]([OH:31])[CH3:30])=[CH:46][CH:45]=2)(=[O:50])=[O:49])[CH:52]=[CH:53][CH:54]=[CH:55][CH:56]=1. Given the reactants C1(S(CC2C(C(OC)=O)=C(O)C(C3C=COC=3CO)=CC=2)(=O)=O)C=CC=CC=1.[C:29]([C:32]1[O:33][CH:34]=[CH:35][C:36]=1[C:37]1[C:38]([OH:57])=[C:39]([C:44]([CH2:47][S:48]([C:51]2[CH:56]=[CH:55][CH:54]=[CH:53][CH:52]=2)(=[O:50])=[O:49])=[CH:45][CH:46]=1)[C:40]([O:42][CH3:43])=[O:41])(=[O:31])[CH3:30], predict the reaction product. (2) Given the reactants [N+:1]([C:4]1[CH:5]=[C:6]2[C:11](=[CH:12][CH:13]=1)[NH:10][C:9](=[O:14])[CH2:8][CH2:7]2)([O-:3])=[O:2].C([O-])([O-])=O.[Cs+].[Cs+].Br[CH2:22][C:23]([O:25][CH2:26][CH3:27])=[O:24], predict the reaction product. The product is: [N+:1]([C:4]1[CH:5]=[C:6]2[C:11](=[CH:12][CH:13]=1)[N:10]([CH2:22][C:23]([O:25][CH2:26][CH3:27])=[O:24])[C:9](=[O:14])[CH2:8][CH2:7]2)([O-:3])=[O:2]. (3) Given the reactants [Br:1][CH:2]([C:6]1[CH:11]=[CH:10][C:9]([F:12])=[CH:8][N:7]=1)[C:3]([OH:5])=O.C(Cl)Cl.CN(C=O)C.C(Cl)(=O)C(Cl)=O.[NH2:27][C:28]1[CH:36]=[CH:35][CH:34]=[CH:33][C:29]=1[C:30]([NH2:32])=[O:31], predict the reaction product. The product is: [Br:1][CH:2]([C:6]1[CH:11]=[CH:10][C:9]([F:12])=[CH:8][N:7]=1)[C:3]([NH:27][C:28]1[CH:36]=[CH:35][CH:34]=[CH:33][C:29]=1[C:30]([NH2:32])=[O:31])=[O:5]. (4) Given the reactants [I:1][C:2]1[CH:3]=[C:4]2[C:8](=[CH:9][CH:10]=1)[NH:7][C:6](=[O:11])[C:5]2=O.[CH2:13]([C:20]1[CH:38]=[CH:37][C:23]([C:24]([NH:26][C:27]2[CH:32]=[CH:31][C:30]([C:33]([NH:35][NH2:36])=[O:34])=[CH:29][CH:28]=2)=[O:25])=[CH:22][CH:21]=1)[CH2:14][CH2:15][CH2:16][CH2:17][CH2:18][CH3:19], predict the reaction product. The product is: [CH2:13]([C:20]1[CH:38]=[CH:37][C:23]([C:24]([NH:26][C:27]2[CH:28]=[CH:29][C:30]([C:33]([NH:35][N:36]=[C:5]3[C:4]4[C:8](=[CH:9][CH:10]=[C:2]([I:1])[CH:3]=4)[NH:7][C:6]3=[O:11])=[O:34])=[CH:31][CH:32]=2)=[O:25])=[CH:22][CH:21]=1)[CH2:14][CH2:15][CH2:16][CH2:17][CH2:18][CH3:19]. (5) Given the reactants C([N:8]([CH2:27][CH2:28][O:29][C:30]1[CH:35]=[CH:34][CH:33]=[CH:32][C:31]=1[O:36][CH3:37])[CH2:9][CH:10]([OH:26])[CH2:11][O:12][C:13]1[C:25]2[C:24]3[C:19](=[CH:20][CH:21]=[CH:22][CH:23]=3)[NH:18][C:17]=2[CH:16]=[CH:15][CH:14]=1)C1C=CC=CC=1, predict the reaction product. The product is: [CH:16]1[C:17]2[NH:18][C:19]3[C:24](=[CH:23][CH:22]=[CH:21][CH:20]=3)[C:25]=2[C:13]([O:12][CH2:11][CH:10]([OH:26])[CH2:9][NH:8][CH2:27][CH2:28][O:29][C:30]2[CH:35]=[CH:34][CH:33]=[CH:32][C:31]=2[O:36][CH3:37])=[CH:14][CH:15]=1. (6) Given the reactants F[C:2]1[CH:7]=[CH:6][CH:5]=[C:4]([N+:8]([O-:10])=[O:9])[CH:3]=1.[NH2:11][CH2:12][CH2:13][N:14]1[CH2:18][CH2:17][CH2:16][CH2:15]1.C([O-])([O-])=O.[Cs+].[Cs+], predict the reaction product. The product is: [N+:8]([C:4]1[CH:3]=[C:2]([NH:11][CH2:12][CH2:13][N:14]2[CH2:18][CH2:17][CH2:16][CH2:15]2)[CH:7]=[CH:6][CH:5]=1)([O-:10])=[O:9].